From a dataset of Full USPTO retrosynthesis dataset with 1.9M reactions from patents (1976-2016). Predict the reactants needed to synthesize the given product. (1) Given the product [C:1]([O:5][C:6]([N:8]1[CH2:13][CH2:12][N:11]([C:14]2[CH:19]=[CH:18][C:17]([C:20](=[O:21])[NH:49][C:48]3[CH:50]=[CH:51][C:45]([Br:44])=[C:46]([F:52])[CH:47]=3)=[CH:16][N:15]=2)[C@H:10]([CH3:23])[CH2:9]1)=[O:7])([CH3:2])([CH3:4])[CH3:3], predict the reactants needed to synthesize it. The reactants are: [C:1]([O:5][C:6]([N:8]1[CH2:13][CH2:12][N:11]([C:14]2[CH:19]=[CH:18][C:17]([C:20](O)=[O:21])=[CH:16][N:15]=2)[C@H:10]([CH3:23])[CH2:9]1)=[O:7])([CH3:4])([CH3:3])[CH3:2].C(Cl)CCl.C1C=NC2N(O)N=NC=2C=1.CC(N(C)C)=O.[Br:44][C:45]1[CH:51]=[CH:50][C:48]([NH2:49])=[CH:47][C:46]=1[F:52].C(N(CC)C(C)C)(C)C. (2) Given the product [Cl:32][C:30]1[CH:29]=[CH:28][C:26]2[N:27]=[C:23]([NH:22][C:20]3[N:19]([CH3:33])[C:18]4[CH:34]=[CH:35][C:15]([C:13]([NH:12][CH2:11][C:10]([N:6]5[CH2:7][CH2:8][CH2:9][C@H:5]5[C:3]([OH:4])=[O:2])=[O:36])=[O:14])=[CH:16][C:17]=4[N:21]=3)[S:24][C:25]=2[CH:31]=1, predict the reactants needed to synthesize it. The reactants are: C[O:2][C:3]([C@@H:5]1[CH2:9][CH2:8][CH2:7][N:6]1[C:10](=[O:36])[CH2:11][NH:12][C:13]([C:15]1[CH:35]=[CH:34][C:18]2[N:19]([CH3:33])[C:20]([NH:22][C:23]3[S:24][C:25]4[CH:31]=[C:30]([Cl:32])[CH:29]=[CH:28][C:26]=4[N:27]=3)=[N:21][C:17]=2[CH:16]=1)=[O:14])=[O:4].[OH-].[Li+]. (3) Given the product [CH3:15][O:16][C:17]1[CH:22]=[CH:21][N:20]=[C:19]([NH:4][CH2:3][CH:2]([CH3:5])[CH3:1])[CH:18]=1, predict the reactants needed to synthesize it. The reactants are: [CH3:1][CH:2]([CH3:5])[CH2:3][NH2:4].C(N(C(C)C)C(C)C)C.[CH3:15][O:16][C:17]1[CH:22]=[CH:21][N+:20]([O-])=[CH:19][CH:18]=1.F[P-](F)(F)(F)(F)F.Br[P+](N1CCCC1)(N1CCCC1)N1CCCC1.C(=O)([O-])O.[Na+]. (4) Given the product [Br:17][C:14]1[CH:15]=[C:16]2[C:11](=[CH:12][CH:13]=1)[O:10][C:4]1([CH2:9][CH2:8][CH2:7][O:6][CH2:5]1)[CH2:3][C:2]2([NH:1][C:30]([O:29][C:26]([CH3:28])([CH3:27])[CH3:25])=[O:31])[C:18]([O:20][CH3:40])=[O:19], predict the reactants needed to synthesize it. The reactants are: [NH2:1][C:2]1([C:18]([OH:20])=[O:19])[C:16]2[C:11](=[CH:12][CH:13]=[C:14]([Br:17])[CH:15]=2)[O:10][C:4]2([CH2:9][CH2:8][CH2:7][O:6][CH2:5]2)[CH2:3]1.O=S(Cl)Cl.[CH3:25][C:26]([O:29][C:30](O[C:30]([O:29][C:26]([CH3:28])([CH3:27])[CH3:25])=[O:31])=[O:31])([CH3:28])[CH3:27].[C:40]([O-])(O)=O.[Na+]. (5) Given the product [NH:27]1[C:35]2[C:30](=[CH:31][CH:32]=[CH:33][CH:34]=2)[C:29](/[CH:36]=[C:7]2\[O:8][C:4]3[C:3]([CH:12]([N:14]4[CH2:15][CH2:16][N:17]([C:20]([O:22][C:23]([CH3:25])([CH3:24])[CH3:26])=[O:21])[CH2:18][CH2:19]4)[CH3:13])=[C:2]([OH:1])[CH:11]=[CH:10][C:5]=3[C:6]\2=[O:9])=[N:28]1, predict the reactants needed to synthesize it. The reactants are: [OH:1][C:2]1[CH:11]=[CH:10][C:5]2[C:6](=[O:9])[CH2:7][O:8][C:4]=2[C:3]=1[CH:12]([N:14]1[CH2:19][CH2:18][N:17]([C:20]([O:22][C:23]([CH3:26])([CH3:25])[CH3:24])=[O:21])[CH2:16][CH2:15]1)[CH3:13].[NH:27]1[C:35]2[C:30](=[CH:31][CH:32]=[CH:33][CH:34]=2)[C:29]([CH:36]=O)=[N:28]1.C1(C)C=CC=CC=1. (6) Given the product [CH3:30][C:7]1[N:8]=[C:9]([NH:11][C:12](=[O:29])[CH2:13][C:14]2[CH:22]=[CH:21][CH:20]=[C:19]3[C:15]=2[CH:16]=[N:17][N:18]3[CH:23]2[CH2:28][CH2:27][CH2:26][CH2:25][O:24]2)[S:10][C:6]=1[C:4]([OH:5])=[O:3], predict the reactants needed to synthesize it. The reactants are: C([O:3][C:4]([C:6]1[S:10][C:9]([NH:11][C:12](=[O:29])[CH2:13][C:14]2[CH:22]=[CH:21][CH:20]=[C:19]3[C:15]=2[CH:16]=[N:17][N:18]3[CH:23]2[CH2:28][CH2:27][CH2:26][CH2:25][O:24]2)=[N:8][C:7]=1[CH3:30])=[O:5])C.O.[OH-].[Li+].C(O)C.Cl. (7) Given the product [Cl:1][C:2]1[CH:3]=[N:4][C:5]2[N:6]([N:8]=[C:9]([C:11]([N:22]3[CH2:21][CH2:20][C:19]4[C:24](=[CH:25][CH:26]=[CH:27][C:18]=4[S:15]([CH3:14])(=[O:17])=[O:16])[N:23]3[CH3:28])=[O:13])[CH:10]=2)[CH:7]=1, predict the reactants needed to synthesize it. The reactants are: [Cl:1][C:2]1[CH:3]=[N:4][C:5]2[N:6]([N:8]=[C:9]([C:11]([OH:13])=O)[CH:10]=2)[CH:7]=1.[CH3:14][S:15]([C:18]1[CH:27]=[CH:26][CH:25]=[C:24]2[C:19]=1[CH2:20][CH2:21][NH:22][N:23]2[CH3:28])(=[O:17])=[O:16].